This data is from Catalyst prediction with 721,799 reactions and 888 catalyst types from USPTO. The task is: Predict which catalyst facilitates the given reaction. (1) Reactant: [Br:1][C:2]1[CH:3]=[C:4]2[C:9](=[CH:10][CH:11]=1)[C:8](Cl)=[N:7][CH:6]=[CH:5]2.C([O-])(=[O:15])C.[NH4+]. The catalyst class is: 15. Product: [Br:1][C:2]1[CH:3]=[C:4]2[C:9](=[CH:10][CH:11]=1)[C:8](=[O:15])[NH:7][CH:6]=[CH:5]2. (2) Reactant: [C:1]1([C:7](=[CH:11][C:12]2[CH:17]=[CH:16][CH:15]=[CH:14][CH:13]=2)[C:8]([OH:10])=[O:9])[CH:6]=[CH:5][CH:4]=[CH:3][CH:2]=1. Product: [C:1]1([CH:7]([CH2:11][C:12]2[CH:17]=[CH:16][CH:15]=[CH:14][CH:13]=2)[C:8]([OH:10])=[O:9])[CH:2]=[CH:3][CH:4]=[CH:5][CH:6]=1. The catalyst class is: 63. (3) Reactant: [F:1][C:2]1[S:3][C:4]([CH3:10])=[C:5]([CH3:9])[C:6]=1[NH:7][NH2:8].[C:11]([CH2:13][C:14](Cl)=[O:15])#[N:12]. Product: [NH2:12][C:11]1[N:7]([C:6]2[C:5]([CH3:9])=[C:4]([CH3:10])[S:3][C:2]=2[F:1])[N:8]=[C:14]([OH:15])[CH:13]=1. The catalyst class is: 7. (4) Reactant: [NH2:1][C:2]1[CH:11]=[C:10]([OH:12])[C:9]2[C:4](=[CH:5][CH:6]=[C:7]([Br:13])[CH:8]=2)[N:3]=1.[C:14](OC(=O)C)(=[O:16])[CH3:15].S(=O)(=O)(O)O.O. Product: [Br:13][C:7]1[CH:8]=[C:9]2[C:4](=[CH:5][CH:6]=1)[N:3]=[C:2]([NH:1][C:14](=[O:16])[CH3:15])[CH:11]=[C:10]2[OH:12]. The catalyst class is: 15. (5) Reactant: [F:1][C:2]([F:29])([F:28])[C:3]1[CH:8]=[CH:7][C:6](/[CH:9]=[CH:10]/[CH:11]=[CH:12]/[C@H:13]2[CH2:18][CH2:17][C@H:16]([S:19][CH2:20][C:21]3[CH:26]=[CH:25][C:24]([Cl:27])=[CH:23][CH:22]=3)[CH2:15][CH2:14]2)=[CH:5][CH:4]=1.ClC1C=CC=C(C(OO)=[O:38])C=1.S([O-])([O-])=O.[Na+].[Na+].C(OCC)(=O)C. Product: [F:29][C:2]([F:1])([F:28])[C:3]1[CH:4]=[CH:5][C:6](/[CH:9]=[CH:10]/[CH:11]=[CH:12]/[C@H:13]2[CH2:14][CH2:15][C@H:16]([S:19]([CH2:20][C:21]3[CH:22]=[CH:23][C:24]([Cl:27])=[CH:25][CH:26]=3)=[O:38])[CH2:17][CH2:18]2)=[CH:7][CH:8]=1. The catalyst class is: 2. (6) Reactant: [CH:1]([C:3]1[CH:4]=[CH:5][C:6]2[N:7]([CH:9]=[C:10]([C:12]([NH:14][C:15]3[CH:20]=[CH:19][CH:18]=[CH:17][CH:16]=3)=[O:13])[N:11]=2)[CH:8]=1)=[O:2].[CH3:21][Mg]Cl.[Cl-].[NH4+]. Product: [OH:2][CH:1]([C:3]1[CH:4]=[CH:5][C:6]2[N:7]([CH:9]=[C:10]([C:12]([NH:14][C:15]3[CH:20]=[CH:19][CH:18]=[CH:17][CH:16]=3)=[O:13])[N:11]=2)[CH:8]=1)[CH3:21]. The catalyst class is: 54.